This data is from Full USPTO retrosynthesis dataset with 1.9M reactions from patents (1976-2016). The task is: Predict the reactants needed to synthesize the given product. (1) Given the product [Br:13][C:8]1[CH:9]=[C:5]([C:3](=[O:4])[C:2]([Cl:1])([Cl:11])[Cl:12])[N:6]([CH3:10])[CH:7]=1, predict the reactants needed to synthesize it. The reactants are: [Cl:1][C:2]([Cl:12])([Cl:11])[C:3]([C:5]1[N:6]([CH3:10])[CH:7]=[CH:8][CH:9]=1)=[O:4].[Br:13]N1C(=O)CCC1=O.C(=O)([O-])O.[Na+]. (2) Given the product [NH2:18][C:15]1[S:16][CH:17]=[C:13]([CH2:12][N:2]([CH3:1])[C:3]([C:5]2[C:6]([CH3:11])=[N:7][CH:8]=[CH:9][N:10]=2)=[O:4])[N:14]=1, predict the reactants needed to synthesize it. The reactants are: [CH3:1][N:2]([CH2:12][C:13]1[N:14]=[C:15]([NH:18]C(=O)OC(C)(C)C)[S:16][CH:17]=1)[C:3]([C:5]1[C:6]([CH3:11])=[N:7][CH:8]=[CH:9][N:10]=1)=[O:4].Cl. (3) Given the product [CH2:62]([O:61][C:60]([N:59]([C:67]1[C:72]([O:73][CH3:74])=[N:71][C:70]([CH3:75])=[CH:69][N:68]=1)[S:56]([C:55]1[C:50]([C:43]2[CH:44]=[CH:45][C:40]([C:36]3[O:35][CH:39]=[N:38][N:37]=3)=[CH:41][CH:42]=2)=[N:51][CH:52]=[CH:53][CH:54]=1)(=[O:58])=[O:57])=[O:66])[CH:63]([CH3:65])[CH3:64], predict the reactants needed to synthesize it. The reactants are: [Na+].[Na+].[Na+].P(C1C=C(S([O-])(=O)=O)C=CC=1)(C1C=C(S([O-])(=O)=O)C=CC=1)C1C=C(S([O-])(=O)=O)C=CC=1.[O:35]1[CH:39]=[N:38][N:37]=[C:36]1[C:40]1[CH:45]=[CH:44][C:43](B(O)O)=[CH:42][CH:41]=1.Cl[C:50]1[C:55]([S:56]([N:59]([C:67]2[C:72]([O:73][CH3:74])=[N:71][C:70]([CH3:75])=[CH:69][N:68]=2)[C:60](=[O:66])[O:61][CH2:62][CH:63]([CH3:65])[CH3:64])(=[O:58])=[O:57])=[CH:54][CH:53]=[CH:52][N:51]=1. (4) Given the product [C:13]1([C:4]([C:3]2[C:2]([F:1])=[CH:10][C:9]([F:11])=[CH:8][C:7]=2[F:12])=[O:5])[CH:18]=[CH:17][CH:16]=[CH:15][CH:14]=1, predict the reactants needed to synthesize it. The reactants are: [F:1][C:2]1[CH:10]=[C:9]([F:11])[CH:8]=[C:7]([F:12])[C:3]=1[C:4](Cl)=[O:5].[CH:13]1[CH:18]=[CH:17][CH:16]=[CH:15][CH:14]=1. (5) Given the product [CH3:27][O:31][N:32]([CH3:33])[C:12]([C:9]1[S:10][C:11]([CH2:19][CH3:20])=[C:7]([C:4]2[CH:3]=[CH:2][C:1]([CH3:15])=[CH:6][CH:5]=2)[CH:8]=1)=[O:14], predict the reactants needed to synthesize it. The reactants are: [C:1]1([CH3:15])[CH:6]=[CH:5][C:4]([C:7]2[CH:8]=[C:9]([C:12]([OH:14])=O)[S:10][CH:11]=2)=[CH:3][CH:2]=1.[Li]CC[CH2:19][CH3:20].C(I)C.CN([C:27]([O:31][N:32]1N=NC2C=CC=C[C:33]1=2)=[N+](C)C)C.[B-](F)(F)(F)F.CNOC.CCN(C(C)C)C(C)C. (6) Given the product [C:24]([C:12]1[CH:11]=[C:10]([C:9]2[NH:1][C:2]3[C:7]([N:8]=2)=[CH:6][N:5]=[CH:4][N:3]=3)[CH:15]=[CH:14][C:13]=1[O:16][C:17]1[CH:22]=[CH:21][C:20]([F:23])=[CH:19][CH:18]=1)#[N:25], predict the reactants needed to synthesize it. The reactants are: [NH2:1][C:2]1[C:7]([NH:8][C:9](=O)[C:10]2[CH:15]=[CH:14][C:13]([O:16][C:17]3[CH:22]=[CH:21][C:20]([F:23])=[CH:19][CH:18]=3)=[C:12]([C:24]#[N:25])[CH:11]=2)=[CH:6][N:5]=[CH:4][N:3]=1. (7) Given the product [C:28]([O:27][C:25]([NH:24][C@@H:10]([CH2:11][C:12]1[C:20]2[C:15](=[CH:16][CH:17]=[CH:18][CH:19]=2)[N:14]([CH2:21][CH2:22][CH3:23])[CH:13]=1)[C:9]([NH:75][O:74][C:55]([C:56]1[CH:61]=[CH:60][CH:59]=[CH:58][CH:57]=1)([C:68]1[CH:69]=[CH:70][CH:71]=[CH:72][CH:73]=1)[C:62]1[CH:63]=[CH:64][CH:65]=[CH:66][CH:67]=1)=[O:32])=[O:26])([CH3:30])([CH3:29])[CH3:31], predict the reactants needed to synthesize it. The reactants are: C(O[C:9](=[O:32])[C@@H:10]([NH:24][C:25]([O:27][C:28]([CH3:31])([CH3:30])[CH3:29])=[O:26])[CH2:11][C:12]1[C:20]2[C:15](=[CH:16][CH:17]=[CH:18][CH:19]=2)[N:14]([CH2:21][CH2:22][CH3:23])[CH:13]=1)C1C=CC=CC=1.CCN=C=NCCCN(C)C.Cl.C1C=CC2N(O)N=NC=2C=1.[C:55]([O:74][NH2:75])([C:68]1[CH:73]=[CH:72][CH:71]=[CH:70][CH:69]=1)([C:62]1[CH:67]=[CH:66][CH:65]=[CH:64][CH:63]=1)[C:56]1[CH:61]=[CH:60][CH:59]=[CH:58][CH:57]=1. (8) Given the product [F:18][C:19]1[CH:38]=[CH:37][C:22]([O:23][CH:24]2[CH2:29][CH2:28][N:27]([C:30]([O:32][C:33]([CH3:36])([CH3:34])[CH3:35])=[O:31])[CH2:26][CH2:25]2)=[C:21]([CH2:39][OH:40])[CH:20]=1, predict the reactants needed to synthesize it. The reactants are: C1(C)C=CC=CC=1.[H-].C([Al+]CC(C)C)C(C)C.[F:18][C:19]1[CH:38]=[CH:37][C:22]([O:23][CH:24]2[CH2:29][CH2:28][N:27]([C:30]([O:32][C:33]([CH3:36])([CH3:35])[CH3:34])=[O:31])[CH2:26][CH2:25]2)=[C:21]([C:39](OC)=[O:40])[CH:20]=1.[C@H](O)(C([O-])=O)[C@@H](O)C([O-])=O.[Na+].[K+].